From a dataset of Reaction yield outcomes from USPTO patents with 853,638 reactions. Predict the reaction yield, written as a fraction of the theoretical maximum amount of product (1.0 means a 100% yield; for example, 0.34 means a 34% yield). (1) The reactants are C([O:3][C:4]([C@@:6]1([NH:11][C:12]([O:14][C:15]([CH3:18])([CH3:17])[CH3:16])=[O:13])[CH2:8][C@H:7]1[CH:9]=[CH2:10])=[O:5])C.[Li+].[OH-]. The catalyst is C1COCC1.CO.O. The product is [C:15]([O:14][C:12]([NH:11][C@:6]1([C:4]([OH:5])=[O:3])[CH2:8][C@H:7]1[CH:9]=[CH2:10])=[O:13])([CH3:18])([CH3:16])[CH3:17]. The yield is 0.870. (2) The reactants are [C:1]([O:5][C:6](=[O:32])[NH:7][CH:8]1[CH2:13][CH2:12][CH:11]([CH2:14][N:15]2[C:19]3=[N:20][C:21](SC)=[N:22][CH:23]=[C:18]3[C:17]([C:26]3[CH:31]=[CH:30][CH:29]=[CH:28][CH:27]=3)=[N:16]2)[CH2:10][CH2:9]1)([CH3:4])([CH3:3])[CH3:2].ClC1C=C(C=CC=1)C(OO)=O.[CH2:44]([NH2:46])C. The catalyst is C(Cl)Cl. The product is [CH3:44][NH:46][C:21]1[N:20]=[C:19]2[N:15]([CH2:14][CH:11]3[CH2:12][CH2:13][CH:8]([NH:7][C:6](=[O:32])[O:5][C:1]([CH3:4])([CH3:3])[CH3:2])[CH2:9][CH2:10]3)[N:16]=[C:17]([C:26]3[CH:31]=[CH:30][CH:29]=[CH:28][CH:27]=3)[C:18]2=[CH:23][N:22]=1. The yield is 0.810. (3) The reactants are [F:1][C:2]1[CH:3]=[C:4]([CH:8]=[CH:9][CH:10]=1)[C:5]([OH:7])=[O:6].C([Li])(CC)C.CN(C)CCN(C)C.[Cl:24]C(Cl)(Cl)C(Cl)(Cl)Cl. The catalyst is C1COCC1. The product is [Cl:24][C:3]1[C:2]([F:1])=[CH:10][CH:9]=[CH:8][C:4]=1[C:5]([OH:7])=[O:6]. The yield is 0.930. (4) The reactants are [NH2:1][C:2]1[CH:10]=[CH:9][CH:8]=[C:7]2[C:3]=1[C:4](=[O:20])[N:5]([CH:12]1[CH2:17][CH2:16][C:15](=[O:18])[NH:14][C:13]1=[O:19])[C:6]2=[O:11].Cl[C:22]([CH2:24][CH2:25][C:26]([O:28][CH3:29])=[O:27])=[O:23]. The catalyst is C1COCC1. The product is [O:19]=[C:13]1[CH:12]([N:5]2[C:4](=[O:20])[C:3]3[C:7](=[CH:8][CH:9]=[CH:10][C:2]=3[NH:1][C:22]([CH2:24][CH2:25][C:26]([O:28][CH3:29])=[O:27])=[O:23])[C:6]2=[O:11])[CH2:17][CH2:16][C:15](=[O:18])[NH:14]1. The yield is 0.970. (5) The reactants are [CH3:1][C:2]1[NH:3][C:4](=O)[C:5]2[CH:10]=[C:9]([CH3:11])[N:8]([C:12]3[C:17]([CH3:18])=[CH:16][C:15]([CH3:19])=[CH:14][C:13]=3[CH3:20])[C:6]=2[N:7]=1.O=P(Cl)(Cl)[Cl:24]. No catalyst specified. The product is [Cl:24][C:4]1[NH:3][CH:2]([CH3:1])[N:7]=[C:6]2[N:8]([C:12]3[C:17]([CH3:18])=[CH:16][C:15]([CH3:19])=[CH:14][C:13]=3[CH3:20])[C:9]([CH3:11])=[CH:10][C:5]=12. The yield is 0.840. (6) The reactants are [CH3:1][NH:2][S:3]([C:6]1[CH:7]=[CH:8][C:9]2[S:13][C:12]([C:14]([C:19]#[N:20])=[C:15](OC)[CH3:16])=[N:11][C:10]=2[CH:21]=1)(=O)=[O:4].[OH2:22].[NH2:23][NH2:24]. The catalyst is CO.Cl. The product is [CH3:1][NH:2][S:3]([C:6]1[CH:7]=[CH:8][C:9]2[S:13][C:12]([C:14]3[C:15]([CH3:16])=[N:23][NH:24][C:19]=3[NH2:20])=[N:11][C:10]=2[CH:21]=1)(=[O:4])=[O:22]. The yield is 0.430. (7) The reactants are [NH2:1][C:2]1[CH:7]=[CH:6][CH:5]=[CH:4][CH:3]=1.N1C=CC=CC=1.[CH3:14][O:15][C:16](=[O:29])[CH:17]=[CH:18][C:19]1[CH:24]=[CH:23][CH:22]=[CH:21][C:20]=1[S:25](Cl)(=[O:27])=[O:26]. The catalyst is ClCCl. The product is [CH3:14][O:15][C:16](=[O:29])[CH:17]=[CH:18][C:19]1[CH:24]=[CH:23][CH:22]=[CH:21][C:20]=1[S:25](=[O:26])(=[O:27])[NH:1][C:2]1[CH:7]=[CH:6][CH:5]=[CH:4][CH:3]=1. The yield is 0.600.